From a dataset of Reaction yield outcomes from USPTO patents with 853,638 reactions. Predict the reaction yield, written as a fraction of the theoretical maximum amount of product (1.0 means a 100% yield; for example, 0.34 means a 34% yield). (1) The reactants are Br[C:2]1[CH:9]=[C:8]([N:10]2[C:18]3[CH2:17][C:16]([CH3:20])([CH3:19])[CH2:15][C:14](=[O:21])[C:13]=3[C:12]([CH3:22])=[CH:11]2)[CH:7]=[CH:6][C:3]=1[C:4]#[N:5].[NH2:23][CH:24]1[CH2:29][CH2:28][O:27][CH2:26][CH2:25]1.CC(C)([O-:33])C.[Na+]. The catalyst is C1(C)C=CC=CC=1.C([O-])(=O)C.[Pd+2].C([O-])(=O)C.C1(P(C2C=CC=CC=2)[C-]2C=CC=C2)C=CC=CC=1.[C-]1(P(C2C=CC=CC=2)C2C=CC=CC=2)C=CC=C1.[Fe+2]. The product is [O:27]1[CH2:28][CH2:29][CH:24]([NH:23][C:2]2[CH:9]=[C:8]([N:10]3[C:18]4[CH2:17][C:16]([CH3:20])([CH3:19])[CH2:15][C:14](=[O:21])[C:13]=4[C:12]([CH3:22])=[CH:11]3)[CH:7]=[CH:6][C:3]=2[C:4]([NH2:5])=[O:33])[CH2:25][CH2:26]1. The yield is 0.360. (2) The reactants are [OH:1][C:2]1[C:7]2[N:8]=[C:9]([CH3:12])[N:10]([CH3:11])[C:6]=2[CH:5]=[C:4]([N:13]([CH3:17])[C:14](=[O:16])[CH3:15])[C:3]=1[CH2:18][CH2:19][CH:20](O)[C:21]1[CH:26]=[CH:25][CH:24]=[CH:23][CH:22]=1.[OH-].[Na+]. No catalyst specified. The product is [CH3:12][C:9]1[N:10]([CH3:11])[C:6]2[CH:5]=[C:4]([N:13]([CH3:17])[C:14](=[O:16])[CH3:15])[C:3]3[CH2:18][CH2:19][CH:20]([C:21]4[CH:26]=[CH:25][CH:24]=[CH:23][CH:22]=4)[O:1][C:2]=3[C:7]=2[N:8]=1. The yield is 0.570. (3) The reactants are [CH3:1][C:2]1[O:6][C:5]([CH2:7][CH2:8][C@@:9]2([C:33]3[CH:38]=[CH:37][CH:36]=[CH:35][CH:34]=3)[O:14][C:13](=[O:15])[N:12]([C@H:16]([C:18]3[CH:23]=[CH:22][C:21](B4OC(C)(C)C(C)(C)O4)=[CH:20][CH:19]=3)[CH3:17])[CH2:11][CH2:10]2)=[N:4][N:3]=1.I[C:40]1[CH:45]=[CH:44][N:43]([CH3:46])[C:42](=[O:47])[CH:41]=1.C([O-])([O-])=O.[Cs+].[Cs+]. The catalyst is O1CCOCC1. The product is [CH3:1][C:2]1[O:6][C:5]([CH2:7][CH2:8][C@@:9]2([C:33]3[CH:38]=[CH:37][CH:36]=[CH:35][CH:34]=3)[O:14][C:13](=[O:15])[N:12]([C@H:16]([C:18]3[CH:19]=[CH:20][C:21]([C:40]4[CH:45]=[CH:44][N:43]([CH3:46])[C:42](=[O:47])[CH:41]=4)=[CH:22][CH:23]=3)[CH3:17])[CH2:11][CH2:10]2)=[N:4][N:3]=1. The yield is 0.418. (4) The reactants are [CH:1]([C:3]1[N:11]2[C:6]([CH2:7][CH2:8][CH2:9][CH2:10]2)=[CH:5][C:4]=1[C:12]([O:14]C)=O)=O.[OH-].[NH3+:17][NH2:18]. No catalyst specified. The product is [C:12]1(=[O:14])[C:4]2[CH:5]=[C:6]3[N:11]([C:3]=2[CH:1]=[N:18][NH:17]1)[CH2:10][CH2:9][CH2:8][CH2:7]3. The yield is 0.750.